Dataset: Forward reaction prediction with 1.9M reactions from USPTO patents (1976-2016). Task: Predict the product of the given reaction. The product is: [CH3:14][O:15][C:16]([C:18]1[CH:19]=[C:20]2[C:24](=[CH:25][CH:26]=1)[NH:23][C:22](=[O:27])[C:21]2=[CH:11][C:8]1[NH:9][CH:10]=[C:6]([CH2:5][CH2:4][C:1]([OH:3])=[O:2])[C:7]=1[CH3:13])=[O:17]. Given the reactants [C:1]([CH2:4][CH2:5][C:6]1[C:7]([CH3:13])=[C:8]([CH:11]=O)[NH:9][CH:10]=1)([OH:3])=[O:2].[CH3:14][O:15][C:16]([C:18]1[CH:19]=[C:20]2[C:24](=[CH:25][CH:26]=1)[NH:23][C:22](=[O:27])[CH2:21]2)=[O:17].N1CCCCC1, predict the reaction product.